Dataset: Reaction yield outcomes from USPTO patents with 853,638 reactions. Task: Predict the reaction yield, written as a fraction of the theoretical maximum amount of product (1.0 means a 100% yield; for example, 0.34 means a 34% yield). The reactants are [CH2:1]([S:3][C:4]1[CH:9]=[CH:8][C:7]([C@@H:10]([NH2:14])[CH2:11][O:12][CH3:13])=[CH:6][CH:5]=1)[CH3:2].[OH:15]OS([O-])=O.[K+].[OH2:21]. No catalyst specified. The product is [CH2:1]([S:3]([C:4]1[CH:9]=[CH:8][C:7]([C@@H:10]([NH2:14])[CH2:11][O:12][CH3:13])=[CH:6][CH:5]=1)(=[O:15])=[O:21])[CH3:2]. The yield is 0.770.